Dataset: Reaction yield outcomes from USPTO patents with 853,638 reactions. Task: Predict the reaction yield, written as a fraction of the theoretical maximum amount of product (1.0 means a 100% yield; for example, 0.34 means a 34% yield). The reactants are [CH3:1][O:2][C:3](=[O:17])[C:4]([C:6]1[CH:11]=[CH:10][C:9]([S:12]([CH3:15])(=[O:14])=[O:13])=[C:8]([Cl:16])[CH:7]=1)=O.Cl.[CH2:19]([O:23][NH2:24])[CH:20]([CH3:22])[CH3:21]. The catalyst is CO. The product is [CH3:1][O:2][C:3](=[O:17])/[C:4](/[C:6]1[CH:11]=[CH:10][C:9]([S:12]([CH3:15])(=[O:14])=[O:13])=[C:8]([Cl:16])[CH:7]=1)=[N:24]/[O:23][CH2:19][CH:20]([CH3:22])[CH3:21]. The yield is 0.350.